From a dataset of Forward reaction prediction with 1.9M reactions from USPTO patents (1976-2016). Predict the product of the given reaction. (1) Given the reactants [Cl:1][C:2]1[N:7]=[C:6](/[CH:8]=[C:9](\[C:11]2[CH:12]=[C:13]([NH:17][C:18](=[O:27])[C:19]3[C:24]([F:25])=[CH:23][CH:22]=[CH:21][C:20]=3[F:26])[CH:14]=[CH:15][CH:16]=2)/O)[CH:5]=[CH:4][N:3]=1.C1C(=O)N(Br)C(=O)C1.[CH3:36][N:37]([CH3:41])[C:38]([NH2:40])=[S:39], predict the reaction product. The product is: [Cl:1][C:2]1[N:7]=[C:6]([C:8]2[S:39][C:38]([N:37]([CH3:41])[CH3:36])=[N:40][C:9]=2[C:11]2[CH:12]=[C:13]([NH:17][C:18](=[O:27])[C:19]3[C:24]([F:25])=[CH:23][CH:22]=[CH:21][C:20]=3[F:26])[CH:14]=[CH:15][CH:16]=2)[CH:5]=[CH:4][N:3]=1. (2) The product is: [F:36][C:37]([F:42])([F:41])[C:38]([OH:40])=[O:39].[Cl:1][C:2]1[CH:3]=[C:4]2[C:9](=[CH:10][CH:11]=1)[CH:8]=[C:7]([S:12]([CH2:15][CH2:16][CH2:17][N:18]1[C:22]3([CH2:27][CH2:26][NH:25][CH2:24][CH2:23]3)[S:21][CH2:20][C:19]1=[O:35])(=[O:14])=[O:13])[CH:6]=[CH:5]2. Given the reactants [Cl:1][C:2]1[CH:3]=[C:4]2[C:9](=[CH:10][CH:11]=1)[CH:8]=[C:7]([S:12]([CH2:15][CH2:16][CH2:17][N:18]1[C:22]3([CH2:27][CH2:26][N:25](C(OC(C)(C)C)=O)[CH2:24][CH2:23]3)[S:21][CH2:20][C:19]1=[O:35])(=[O:14])=[O:13])[CH:6]=[CH:5]2.[F:36][C:37]([F:42])([F:41])[C:38]([OH:40])=[O:39], predict the reaction product. (3) Given the reactants [CH3:1][O:2][C:3]1[CH:8]=[CH:7][CH:6]=[CH:5][C:4]=1[N:9]1[CH:13]=[C:12]([CH:14]=[O:15])[C:11]([CH3:16])=[N:10]1.[CH:17]1([Mg]Br)[CH2:22][CH2:21][CH2:20][CH2:19][CH2:18]1, predict the reaction product. The product is: [CH:17]1([CH:14]([C:12]2[C:11]([CH3:16])=[N:10][N:9]([C:4]3[CH:5]=[CH:6][CH:7]=[CH:8][C:3]=3[O:2][CH3:1])[CH:13]=2)[OH:15])[CH2:22][CH2:21][CH2:20][CH2:19][CH2:18]1. (4) Given the reactants [C:1]([O:5][C:6]([NH:8][C@H:9]1[C@H:14]([OH:15])[CH2:13][CH2:12][N:11]([C:16]([O:18][CH2:19][C:20]2[CH:25]=[CH:24][CH:23]=[CH:22][CH:21]=2)=[O:17])[CH2:10]1)=[O:7])([CH3:4])([CH3:3])[CH3:2].N1C=CN=C1.[CH3:31][C:32]([Si:35](Cl)([CH3:37])[CH3:36])([CH3:34])[CH3:33], predict the reaction product. The product is: [C:1]([O:5][C:6]([NH:8][C@H:9]1[C@H:14]([O:15][Si:35]([C:32]([CH3:34])([CH3:33])[CH3:31])([CH3:37])[CH3:36])[CH2:13][CH2:12][N:11]([C:16]([O:18][CH2:19][C:20]2[CH:25]=[CH:24][CH:23]=[CH:22][CH:21]=2)=[O:17])[CH2:10]1)=[O:7])([CH3:4])([CH3:2])[CH3:3]. (5) Given the reactants [C:1]([O:5][C:6]([N:8]1[CH2:13][CH2:12][N:11]([C:14]2[CH:21]=[CH:20][C:17]([CH:18]=O)=[CH:16][CH:15]=2)[CH2:10][CH2:9]1)=[O:7])([CH3:4])([CH3:3])[CH3:2].C(O)C.[O:25]1[C:29]([C:30]2[CH:35]=[CH:34][C:33]([NH:36][NH2:37])=[CH:32][CH:31]=2)=[CH:28][N:27]=[CH:26]1, predict the reaction product. The product is: [O:25]1[C:29]([C:30]2[CH:31]=[CH:32][C:33]([NH:36][N:37]=[CH:18][C:17]3[CH:16]=[CH:15][C:14]([N:11]4[CH2:10][CH2:9][N:8]([C:6]([O:5][C:1]([CH3:4])([CH3:3])[CH3:2])=[O:7])[CH2:13][CH2:12]4)=[CH:21][CH:20]=3)=[CH:34][CH:35]=2)=[CH:28][N:27]=[CH:26]1. (6) Given the reactants [C:1]([O:5][C:6]([N:8]1[CH2:13][CH2:12][N:11]([CH:14]([C:22]([O:24]CC)=[O:23])[C:15]2[CH:20]=[CH:19][CH:18]=[CH:17][C:16]=2[CH3:21])[CH2:10][CH2:9]1)=[O:7])([CH3:4])([CH3:3])[CH3:2].[OH-].[Na+], predict the reaction product. The product is: [C:1]([O:5][C:6]([N:8]1[CH2:9][CH2:10][N:11]([CH:14]([C:22]([OH:24])=[O:23])[C:15]2[CH:20]=[CH:19][CH:18]=[CH:17][C:16]=2[CH3:21])[CH2:12][CH2:13]1)=[O:7])([CH3:4])([CH3:2])[CH3:3]. (7) Given the reactants [N:1]1[CH:6]=[CH:5][CH:4]=[CH:3][C:2]=1[C:7]([C:9]1([C:17]2[CH:22]=[CH:21][N:20]=[C:19]([C:23]([F:26])([F:25])[F:24])[CH:18]=2)[CH2:12][C:11]2([O:16][CH2:15][CH2:14][O:13]2)[CH2:10]1)=[O:8].[BH4-].[Na+].O, predict the reaction product. The product is: [N:1]1[CH:6]=[CH:5][CH:4]=[CH:3][C:2]=1[CH:7]([C:9]1([C:17]2[CH:22]=[CH:21][N:20]=[C:19]([C:23]([F:25])([F:26])[F:24])[CH:18]=2)[CH2:12][C:11]2([O:13][CH2:14][CH2:15][O:16]2)[CH2:10]1)[OH:8].